This data is from Forward reaction prediction with 1.9M reactions from USPTO patents (1976-2016). The task is: Predict the product of the given reaction. (1) Given the reactants [O:1]=[C:2]1[CH2:7][N:6]([C:8]([N:10]2[CH2:14][CH2:13][C:12]3([CH2:19][CH2:18][N:17]([C:20]4[CH:25]=[CH:24][N:23]=[CH:22][CH:21]=4)[CH2:16][CH2:15]3)[CH2:11]2)=[O:9])[CH2:5][CH2:4][N:3]1[CH2:26][CH2:27][C:28]([O:30]CC)=[O:29].[OH-].[Na+], predict the reaction product. The product is: [O:1]=[C:2]1[CH2:7][N:6]([C:8]([N:10]2[CH2:14][CH2:13][C:12]3([CH2:19][CH2:18][N:17]([C:20]4[CH:21]=[CH:22][N:23]=[CH:24][CH:25]=4)[CH2:16][CH2:15]3)[CH2:11]2)=[O:9])[CH2:5][CH2:4][N:3]1[CH2:26][CH2:27][C:28]([OH:30])=[O:29]. (2) Given the reactants [CH3:1][C:2]1[C:3]2[CH:13]=[CH:12][CH:11]=[CH:10][C:4]=2[S:5][C:6]=1[C:7](=O)[CH3:8].[CH3:14][C:15]([S@:18]([NH2:20])=[O:19])([CH3:17])[CH3:16].[Na+].[Cl-], predict the reaction product. The product is: [CH3:1][C:2]1[C:3]2[CH:13]=[CH:12][CH:11]=[CH:10][C:4]=2[S:5][C:6]=1[C:7](=[N:20][S@@:18]([C:15]([CH3:17])([CH3:16])[CH3:14])=[O:19])[CH3:8].